Dataset: Full USPTO retrosynthesis dataset with 1.9M reactions from patents (1976-2016). Task: Predict the reactants needed to synthesize the given product. (1) Given the product [CH3:43][N:40]1[CH:41]=[CH:42][C:37]([C:16]2[CH:15]=[CH:14][C:13]([C@@H:11]([N:7]3[CH2:8][CH2:9][CH2:10][C@:4]([CH2:3][C:2]([CH3:1])=[CH2:35])([C:29]4[CH:30]=[CH:31][CH:32]=[CH:33][CH:34]=4)[NH:5][C:6]3=[O:28])[CH3:12])=[CH:18][CH:17]=2)=[CH:38][C:39]1=[O:44], predict the reactants needed to synthesize it. The reactants are: [CH3:1][C:2](=[CH2:35])[CH2:3][C@:4]1([C:29]2[CH:34]=[CH:33][CH:32]=[CH:31][CH:30]=2)[CH2:10][CH2:9][CH2:8][N:7]([C@H:11]([C:13]2[CH:18]=[CH:17][C:16](B3OC(C)(C)C(C)(C)O3)=[CH:15][CH:14]=2)[CH3:12])[C:6](=[O:28])[NH:5]1.I[C:37]1[CH:42]=[CH:41][N:40]([CH3:43])[C:39](=[O:44])[CH:38]=1. (2) Given the product [NH2:1][C:2]1[CH:6]=[CH:5][N:4]([C:14]2[CH:15]=[CH:17][CH:18]=[CH:19][CH:20]=2)[N:3]=1, predict the reactants needed to synthesize it. The reactants are: [NH2:1][C:2]1[CH:6]=[CH:5][NH:4][N:3]=1.C(=O)([O-])[O-].[Cs+].[Cs+].C(=NO)[C:14]1[C:15](=[CH:17][CH:18]=[CH:19][CH:20]=1)O.IC1C=CC=CC=1.